This data is from Forward reaction prediction with 1.9M reactions from USPTO patents (1976-2016). The task is: Predict the product of the given reaction. (1) Given the reactants [Br:1][C:2]1[CH:7]=[CH:6][C:5]([CH:8]([OH:10])[CH3:9])=[CH:4][C:3]=1[F:11].[Cr](O[Cr]([O-])(=O)=O)([O-])(=O)=O.[NH+]1C=CC=CC=1.[NH+]1C=CC=CC=1, predict the reaction product. The product is: [Br:1][C:2]1[CH:7]=[CH:6][C:5]([C:8](=[O:10])[CH3:9])=[CH:4][C:3]=1[F:11]. (2) Given the reactants C[O:2][C:3](=[O:36])[CH2:4][CH2:5][C:6]1[CH:11]=[CH:10][C:9]([O:12][C:13]2[C:14]3[C:21]([C:22]4[CH:27]=[CH:26][C:25]([O:28][CH3:29])=[CH:24][CH:23]=4)=[C:20]([C:30]4[CH:35]=[CH:34][CH:33]=[CH:32][CH:31]=4)[O:19][C:15]=3[N:16]=[CH:17][N:18]=2)=[CH:8][CH:7]=1.[OH-].[Na+].Cl, predict the reaction product. The product is: [CH3:29][O:28][C:25]1[CH:24]=[CH:23][C:22]([C:21]2[C:14]3[C:13]([O:12][C:9]4[CH:10]=[CH:11][C:6]([CH2:5][CH2:4][C:3]([OH:36])=[O:2])=[CH:7][CH:8]=4)=[N:18][CH:17]=[N:16][C:15]=3[O:19][C:20]=2[C:30]2[CH:35]=[CH:34][CH:33]=[CH:32][CH:31]=2)=[CH:27][CH:26]=1. (3) Given the reactants [CH3:1][N:2]([CH2:13][C:14]1[N:18]([CH2:19][C@H:20]2[CH2:25][CH2:24][CH2:23][N:22]([CH2:26]C3C=CC=CN=3)[CH2:21]2)[C:17]2[CH:33]=[CH:34][CH:35]=[CH:36][C:16]=2[N:15]=1)[C@@H:3]1[C:12]2[N:11]=[CH:10][CH:9]=[CH:8][C:7]=2[CH2:6][CH2:5][CH2:4]1.CN(CC1N(C[C@H]2CCCNC2)C2C=CC=CC=2N=1)[C@@H:39]1[C:48]2N=CC=CC=2CC[CH2:40]1.C(=O)C(C)C, predict the reaction product. The product is: [CH3:1][N:2]([CH2:13][C:14]1[N:18]([CH2:19][C@H:20]2[CH2:25][CH2:24][CH2:23][N:22]([CH2:26][CH:39]([CH3:48])[CH3:40])[CH2:21]2)[C:17]2[CH:33]=[CH:34][CH:35]=[CH:36][C:16]=2[N:15]=1)[C@@H:3]1[C:12]2[N:11]=[CH:10][CH:9]=[CH:8][C:7]=2[CH2:6][CH2:5][CH2:4]1. (4) Given the reactants [Br:1][C:2]1[CH:3]=[C:4]2[C:9](=[CH:10][CH:11]=1)[N:8]=[CH:7][N:6]=[C:5]2Cl.[Cl:13][C:14]1[CH:15]=[C:16]([CH:18]=[CH:19][C:20]=1[O:21][CH2:22][C:23]1[CH:28]=[CH:27][CH:26]=[C:25]([F:29])[CH:24]=1)[NH2:17], predict the reaction product. The product is: [Cl:13][C:14]1[CH:15]=[C:16]([NH:17][C:5]2[C:4]3[C:9](=[CH:10][CH:11]=[C:2]([Br:1])[CH:3]=3)[N:8]=[CH:7][N:6]=2)[CH:18]=[CH:19][C:20]=1[O:21][CH2:22][C:23]1[CH:28]=[CH:27][CH:26]=[C:25]([F:29])[CH:24]=1. (5) Given the reactants C(OC([CH:6]1[CH2:11][CH:10]([CH3:12])[CH2:9][NH:8][C:7]1=[O:13])=O)C.[OH-].[K+].[CH2:16]([O:18][C:19](=[O:27])[C:20]1[CH:25]=[CH:24][C:23]([NH2:26])=[CH:22][CH:21]=1)[CH3:17].Cl.[N:29]([O-])=O.[Na+].C(=O)(O)[O-].[Na+], predict the reaction product. The product is: [CH2:16]([O:18][C:19](=[O:27])[C:20]1[CH:25]=[CH:24][C:23]([NH:26][N:29]=[C:6]2[CH2:11][CH:10]([CH3:12])[CH2:9][NH:8][C:7]2=[O:13])=[CH:22][CH:21]=1)[CH3:17]. (6) Given the reactants CN1CCOCC1.[NH:8]1[CH2:11][CH2:10][C@H:9]1[C:12]([OH:14])=[O:13].[C:15]([O:19][C:20](O[C:20]([O:19][C:15]([CH3:18])([CH3:17])[CH3:16])=[O:21])=[O:21])([CH3:18])([CH3:17])[CH3:16].C(=O)(O)[O-].[Na+], predict the reaction product. The product is: [C:15]([O:19][C:20]([N:8]1[CH2:11][CH2:10][C@H:9]1[C:12]([OH:14])=[O:13])=[O:21])([CH3:18])([CH3:17])[CH3:16]. (7) Given the reactants C[Al](C)C.[NH:5]1[CH2:10][CH2:9][O:8][CH2:7][CH2:6]1.C([O:13][C:14](=O)[C:15]1[CH:20]=[CH:19][C:18]([N:21]2[CH2:25][CH2:24][CH:23]([CH2:26][C:27]3[CH:32]=[CH:31][CH:30]=[CH:29][C:28]=3[N:33]3[CH2:38][CH2:37][N:36]([CH3:39])[CH2:35][CH2:34]3)[C:22]2=[O:40])=[CH:17][CH:16]=1)C.CO, predict the reaction product. The product is: [CH3:39][N:36]1[CH2:37][CH2:38][N:33]([C:28]2[CH:29]=[CH:30][CH:31]=[CH:32][C:27]=2[CH2:26][CH:23]2[CH2:24][CH2:25][N:21]([C:18]3[CH:19]=[CH:20][C:15]([C:14]([N:5]4[CH2:10][CH2:9][O:8][CH2:7][CH2:6]4)=[O:13])=[CH:16][CH:17]=3)[C:22]2=[O:40])[CH2:34][CH2:35]1. (8) Given the reactants [Br:1][C:2]1[CH:15]=[C:14]2[C:5]([O:6][C:7]3(N4CCOCC4)[CH:12]([CH:13]2[OH:16])[CH2:11][CH2:10][CH2:9][CH2:8]3)=[CH:4][CH:3]=1.ClCCCl.CC(OI1(OC(C)=O)(OC(C)=O)OC(=O)C2C1=CC=CC=2)=O.[OH-].[Na+], predict the reaction product. The product is: [Br:1][C:2]1[CH:15]=[C:14]2[C:5]([O:6][C:7]3[CH2:8][CH2:9][CH2:10][CH2:11][C:12]=3[C:13]2=[O:16])=[CH:4][CH:3]=1.